Dataset: Experimentally validated miRNA-target interactions with 360,000+ pairs, plus equal number of negative samples. Task: Binary Classification. Given a miRNA mature sequence and a target amino acid sequence, predict their likelihood of interaction. (1) The miRNA is hsa-miR-5579-5p with sequence UAUGGUACUCCUUAAGCUAAC. The protein sequence of the target gene is MAAKSDGGGVGVGFAQLHNLDEAVGSGEEDGEPGGGGCGGGDGSEPGESSSLHICHCCNTSSCYWGCRSACLRSLLGKKPRRSAAAADGGDQPLQPPGAAGRHPPTPSAGRPQPASPQVERPWLDCLWIVLALLVFFGDVGTDLWLALDYYRKGDYGCFGLTLFFVLVPSLLVQSLSFRWFVQDYTGGGLGAVEGLSSRGPPMMGAGYGHGAARGGPGAGGSATPGAQRLCRLSVWIWQSVIHLLQMGQVWRYIRTMYLGIQSQRQKEHQRRFYWAMMYEYADVNMLRLLETFLESAPQL.... Result: 0 (no interaction). (2) The miRNA is hsa-miR-3619-5p with sequence UCAGCAGGCAGGCUGGUGCAGC. The protein sequence of the target gene is MSPPTVPPMGVDGVSAYLMKKRHTHRKQRRKPTFLTRRNIVGCRIQHGWKEGNEPVEQWKGTVLEQVSVKPTLYIIKYDGKDSVYGLELHRDKRVLALEILPERVPTPRIDSRLADSLIGKAVEHVFEGEHGTKDEWKGMVLARAPVMDTWFYITYEKDPVLYMYTLLDDYKDGDLRIIPDSNYYFPTAEQEPGEVVDSLVGKQVEHAKDDGSKRTGIFIHQVVAKPSVYFIKFDDDIHIYVYGLVKTP. Result: 0 (no interaction). (3) Result: 1 (interaction). The miRNA is hsa-miR-21-5p with sequence UAGCUUAUCAGACUGAUGUUGA. The protein sequence of the target gene is MISSTSVYGLKMQWTPEHAQWPEQHFDITSTTRSPAHKVEAYRGHLQRTYQYAWANDDISALTASNLLKKYAEKYSGILEGPVDRPVLSNYSDTPSGLVNGRKNESEPWQPSLNSEAVYPMNCVPDVITASKAGVSSALPPADVSASIGSSPGVASNLTEPSYSSSTCGSHTVPSLHAGLPSQEYAPGYNGSYLHSTYSSQPAPALPSPHPSPLHSSGLLQPPPPPPPPPALVPGYNGTSNLSSYSYPSASYPPQTAVGSGYSPGGAPPPPSAYLPSGIPAPTPLPPTTVPGYTYQGHGL.... (4) The miRNA is hsa-miR-19b-3p with sequence UGUGCAAAUCCAUGCAAAACUGA. The protein sequence of the target gene is MARGSVSDEEMMELREAFAKVDTDGNGYISFNELNDLFKAACLPLPGYRVREITENLMATGDLDQDGRISFDEFIKIFHGLKSTDVAKTFRKAINKKEGICAIGGTSEQSSVGTQHSYSEEEKYAFVNWINKALENDPDCRHVIPMNPNTNDLFNAVGDGIVLCKMINLSVPDTIDERTINKKKLTPFTIQENLNLALNSASAIGCHVVNIGAEDLKEGKPYLVLGLLWQVIKIGLFADIELSRNEALIALLREGESLEDLMKLSPEELLLRWANYHLENAGCNKIGNFSTDIKDSKAYY.... Result: 0 (no interaction). (5) The miRNA is hsa-miR-548b-3p with sequence CAAGAACCUCAGUUGCUUUUGU. The protein sequence of the target gene is MKLSTSGLGQQGHEGEKCLNSELWHACAGPLVSLPSSGSRVVYFPQGHSEQVAATTNKEVDGHIPNYPSLPPQLICQLHNVTMHADVETDEVYAQMTLQPLTPEEQKETFVPIELGIPSKQPSNYFCKTLTASDTSTHGGFSVPRRAAEKVFPPLDYTLQPPAQELIARDLHDVEWKFRHIFRGQPKRHLLTTGWSVFVSAKRLVAGDSVIFIRNEKNQLFLGIRHATRPQTIVPSSVLSSDSMHIGLLAAAAHASATNSCFTVFFHPRASQSEFVIQLSKYIKAVFHTRISVGMRFRML.... Result: 0 (no interaction). (6) The miRNA is hsa-miR-4768-5p with sequence AUUCUCUCUGGAUCCCAUGGAU. The protein sequence of the target gene is MPYVDRQNRICGFLDIEEHENSGKFLRRYFILDTQANCLLWYMDNPQNLAMGAGAVGALQLTYISKVSIATPKQKPKTPFCFVINALSQRYFLQANDQKDMKDWVEALNQASKITVPKGGGLPMTTEVLKSLAAPPALEKKPQVAYKTEIIGGVVVHTPISQNGGDGQEGSEPGSHTILRRSQSYIPTSGCRASTGPPLIKSGYCVKQGNVRKSWKRRFFALDDFTICYFKCEQDREPLRTIFLKDVLKTHECLVKSGDLLMRDNLFEIITSSRTFYVQADSPEDMHSWIKEIGAAVQAL.... Result: 1 (interaction). (7) The miRNA is mmu-miR-7a-5p with sequence UGGAAGACUAGUGAUUUUGUUGU. The protein sequence of the target gene is MEPRAADGCFLGDVGFWVERTPVHEAAQRGESLQLQQLIESGACVNQVTVDSITPLHAASLQGQARCVQLLLAAGAQVDARNIDGSTPLCDACASGSIECVKLLLSYGAKVNPPLYTASPLHEACMSGSSECVRLLIDVGANLEAHDCHFGTPLHVACAREHLDCVKVLLNAGANVNAAKLHETALHHAAKVKNVDLIEMLIEFGGNIYARDNRGKKPSDYTWSSSAPAKCFEYYEKTPLTLSQLCRVNLRKATGVRGLEKIAKLNIPPRLIDYLSYN. Result: 0 (no interaction). (8) The protein sequence of the target gene is MDSGSSSSDSAPDCWDQVDMESPGSAPSGDGVSSAVAEAQREPLSSAFSRKLNVNAKPFVPNVHAAEFVPSFLRGPTQPPTLPAGSGSNDETCTGAGYPQGKRMGRGAPVEPSREEPLVSLEGSNSAVTMELSEPVVENGEVEMALEESWEHSKEVSEAEPGGGSSGDSGPPEESGQEMMEEKEEIRKSKSVIVPSGAPKKEHVNVVFIGHVDAGKSTIGGQIMFLTGMVDKRTLEKYEREAKEKNRETWYLSWALDTNQEERDKGKTVEVGRAYFETERKHFTILDAPGHKSFVPNMIG.... Result: 0 (no interaction). The miRNA is hsa-miR-4433b-5p with sequence AUGUCCCACCCCCACUCCUGU. (9) The miRNA is hsa-let-7b-5p with sequence UGAGGUAGUAGGUUGUGUGGUU. The protein sequence of the target gene is MFFGGEGSLTYTLVIICFLTLRLSASQNCLKKSLEDVVIDIQSSLSKGIRGNEPVYTSTQEDCINSCCSTKNISGDKACNLMIFDTRKTARQPNCYLFFCPNEEACPLKPAKGLMSYRIITDFPSLTRNLPSQELPQEDSLLHGQFSQAVTPLAHHHTDYSKPTDISWRDTLSQKFGSSDHLEKLFKMDEASAQLLAYKEKGHSQSSQFSSDQEIAHLLPENVSALPATVAVASPHTTSATPKPATLLPTNASVTPSGTSQPQLATTAPPVTTVTSQPPTTLISTVFTRAAATLQAMATT.... Result: 1 (interaction). (10) The miRNA is bta-miR-146a with sequence UGAGAACUGAAUUCCAUAGGUUGU. The protein sequence of the target gene is MADPIMDLFDDPNLFGLDSLTDDSFNQVTQDPIEEALGLPSSLDSLDQMNQDGGGGDVGNSSASDLVPPPEETASTELPKESTAPAPESLTLHDYTTQPTSQEQPAQPVLQTSTPTAGLLQVSKSQEILSQGNPFMGVSATGVSPSNTGGQPSQSAPKIVILKAPPNSSVTGTHVAQIQAQGITSTAQPLVAGTANGGKVTFTKVLTGTPLRPGVSIVSGNTVLATKVPGNQAAVQRIVQPSRPVKQLVLQPVKGSAPAGNPGAAGPPLKPAVTLTSTPTQGESKRITLVLQQPQSGGPQ.... Result: 0 (no interaction).